Dataset: NCI-60 drug combinations with 297,098 pairs across 59 cell lines. Task: Regression. Given two drug SMILES strings and cell line genomic features, predict the synergy score measuring deviation from expected non-interaction effect. (1) Drug 2: C1=CC=C(C(=C1)C(C2=CC=C(C=C2)Cl)C(Cl)Cl)Cl. Cell line: OVCAR3. Synergy scores: CSS=21.9, Synergy_ZIP=0.496, Synergy_Bliss=-0.884, Synergy_Loewe=-22.6, Synergy_HSA=-1.42. Drug 1: C1=CC(=CC=C1CCC2=CNC3=C2C(=O)NC(=N3)N)C(=O)NC(CCC(=O)O)C(=O)O. (2) Synergy scores: CSS=1.50, Synergy_ZIP=2.51, Synergy_Bliss=7.60, Synergy_Loewe=0.732, Synergy_HSA=2.08. Cell line: HS 578T. Drug 1: CS(=O)(=O)CCNCC1=CC=C(O1)C2=CC3=C(C=C2)N=CN=C3NC4=CC(=C(C=C4)OCC5=CC(=CC=C5)F)Cl. Drug 2: C(CN)CNCCSP(=O)(O)O. (3) Drug 1: CS(=O)(=O)C1=CC(=C(C=C1)C(=O)NC2=CC(=C(C=C2)Cl)C3=CC=CC=N3)Cl. Drug 2: CC(C)NC(=O)C1=CC=C(C=C1)CNNC.Cl. Cell line: NCI-H226. Synergy scores: CSS=5.36, Synergy_ZIP=-1.38, Synergy_Bliss=0.226, Synergy_Loewe=-7.06, Synergy_HSA=-3.16. (4) Drug 1: CNC(=O)C1=NC=CC(=C1)OC2=CC=C(C=C2)NC(=O)NC3=CC(=C(C=C3)Cl)C(F)(F)F. Drug 2: C1CN(P(=O)(OC1)NCCCl)CCCl. Cell line: HT29. Synergy scores: CSS=12.9, Synergy_ZIP=0.0764, Synergy_Bliss=1.04, Synergy_Loewe=12.6, Synergy_HSA=3.16. (5) Drug 1: C1=CC(=C2C(=C1NCCNCCO)C(=O)C3=C(C=CC(=C3C2=O)O)O)NCCNCCO. Drug 2: CCC1=C2CN3C(=CC4=C(C3=O)COC(=O)C4(CC)O)C2=NC5=C1C=C(C=C5)O. Cell line: U251. Synergy scores: CSS=64.9, Synergy_ZIP=-2.74, Synergy_Bliss=-3.04, Synergy_Loewe=0.484, Synergy_HSA=3.54. (6) Drug 1: CC1C(C(CC(O1)OC2CC(CC3=C2C(=C4C(=C3O)C(=O)C5=C(C4=O)C(=CC=C5)OC)O)(C(=O)C)O)N)O.Cl. Drug 2: CC1CCC2CC(C(=CC=CC=CC(CC(C(=O)C(C(C(=CC(C(=O)CC(OC(=O)C3CCCCN3C(=O)C(=O)C1(O2)O)C(C)CC4CCC(C(C4)OC)OCCO)C)C)O)OC)C)C)C)OC. Cell line: K-562. Synergy scores: CSS=39.2, Synergy_ZIP=-8.70, Synergy_Bliss=-4.41, Synergy_Loewe=-5.59, Synergy_HSA=-1.40.